Dataset: Forward reaction prediction with 1.9M reactions from USPTO patents (1976-2016). Task: Predict the product of the given reaction. (1) Given the reactants C(O[C:6]([N:8]1[C@@H:12]([CH3:13])[CH2:11][CH2:10][C@H:9]1[C:14]1[NH:18][C:17]2[C:19]3[C:24]([CH:25]=[CH:26][C:16]=2[N:15]=1)=[CH:23][C:22]1[C:27]2[C:32]([CH2:33][O:34][C:21]=1[CH:20]=3)=[CH:31][C:30]([C:35]1[NH:39][C:38]([C@@H:40]3[CH2:44][CH2:43][C@H:42]([CH3:45])[N:41]3[C:46](OC(C)(C)C)=[O:47])=[N:37][CH:36]=1)=[CH:29][CH:28]=2)=[O:7])(C)(C)C.Cl.[CH3:54][O:55][C:56]([NH:58][C@@H:59]([CH:63]([CH3:65])[CH3:64])C(O)=O)=[O:57].CN(C(ON1N=NC2[CH:77]=[CH:78][CH:79]=[N:80]C1=2)=[N+](C)C)C.F[P-](F)(F)(F)(F)F.[CH3:90]CN(C(C)C)C(C)C.CO.C[CH2:102][O:103][C:104](C)=[O:105], predict the reaction product. The product is: [CH3:102][O:103][C:104]([NH:80][C@@H:79]([CH:78]([CH3:90])[CH3:77])[C:6]([N:8]1[C@@H:12]([CH3:13])[CH2:11][CH2:10][C@H:9]1[C:14]1[NH:18][C:17]2[C:19]3[C:24]([CH:25]=[CH:26][C:16]=2[N:15]=1)=[CH:23][C:22]1[C:27]2[C:32]([CH2:33][O:34][C:21]=1[CH:20]=3)=[CH:31][C:30]([C:35]1[NH:39][C:38]([C@@H:40]3[CH2:44][CH2:43][C@H:42]([CH3:45])[N:41]3[C:46](=[O:47])[C@@H:59]([NH:58][C:56](=[O:57])[O:55][CH3:54])[CH:63]([CH3:64])[CH3:65])=[N:37][CH:36]=1)=[CH:29][CH:28]=2)=[O:7])=[O:105]. (2) Given the reactants [CH3:1][C:2]1([CH3:21])[O:7][C:6](=[O:8])[NH:5][C:4]2[CH:9]=[CH:10][C:11]([C:13]3[CH:14]=[C:15]([CH:18]=[CH:19][CH:20]=3)[C:16]#[N:17])=[CH:12][C:3]1=2.C[Si]([N:26]=[N+:27]=[N-:28])(C)C.C([Sn](=O)CCCC)CCC, predict the reaction product. The product is: [CH3:1][C:2]1([CH3:21])[O:7][C:6](=[O:8])[NH:5][C:4]2[CH:9]=[CH:10][C:11]([C:13]3[CH:20]=[CH:19][CH:18]=[C:15]([C:16]4[NH:28][N:27]=[N:26][N:17]=4)[CH:14]=3)=[CH:12][C:3]1=2. (3) The product is: [Cl:1][C:2]1[C:7]([S:8]([CH3:11])(=[O:9])=[O:10])=[CH:6][C:5]([C:12]2[N:13]([C:33]([N:50]3[CH2:51][CH2:52][N:47]([CH2:46][CH2:45][C@H:43]([OH:44])[CH2:42][OH:41])[C:48](=[O:53])[CH2:49]3)=[O:34])[C@@:14]([C:26]3[CH:27]=[CH:28][C:29]([Cl:32])=[CH:30][CH:31]=3)([CH3:25])[C@@:15]([C:18]3[CH:19]=[CH:20][C:21]([Cl:24])=[CH:22][CH:23]=3)([CH3:17])[N:16]=2)=[C:4]([O:36][CH2:37][CH3:38])[CH:3]=1.[ClH:1]. Given the reactants [Cl:1][C:2]1[C:7]([S:8]([CH3:11])(=[O:10])=[O:9])=[CH:6][C:5]([C:12]2[N:13]([C:33](Cl)=[O:34])[C:14]([C:26]3[CH:31]=[CH:30][C:29]([Cl:32])=[CH:28][CH:27]=3)([CH3:25])[C:15]([C:18]3[CH:23]=[CH:22][C:21]([Cl:24])=[CH:20][CH:19]=3)([CH3:17])[N:16]=2)=[C:4]([O:36][CH2:37][CH3:38])[CH:3]=1.CC1(C)[O:44][C@@H:43]([CH2:45][CH2:46][N:47]2[CH2:52][CH2:51][NH:50][CH2:49][C:48]2=[O:53])[CH2:42][O:41]1, predict the reaction product. (4) Given the reactants [F:1][C:2]1[CH:7]=[CH:6][CH:5]=[C:4]([F:8])[CH:3]=1.[Li]CCCC.CCCCCC.[S:20](=[O:22])=[O:21].C1C(=O)N([Cl:30])C(=O)C1, predict the reaction product. The product is: [F:1][C:2]1[CH:7]=[CH:6][CH:5]=[C:4]([F:8])[C:3]=1[S:20]([Cl:30])(=[O:22])=[O:21]. (5) Given the reactants Cl[C:2]1[NH:10][C:9]2[C:4](=[N:5][CH:6]=[CH:7][CH:8]=2)[C:3]=1[C:11]#[N:12].[OH:13][CH2:14][CH:15]1[CH2:19][CH2:18][CH2:17][NH:16]1, predict the reaction product. The product is: [OH:13][CH2:14][C@@H:15]1[CH2:19][CH2:18][CH2:17][N:16]1[C:2]1[NH:10][C:9]2[C:4](=[N:5][CH:6]=[CH:7][CH:8]=2)[C:3]=1[C:11]#[N:12]. (6) Given the reactants O1CCO[CH:2]1[CH2:6][CH2:7][C:8]1[CH:13]=[N:12][C:11]2[N:14]([S:17]([C:20]3[CH:26]=[CH:25][C:23]([CH3:24])=[CH:22][CH:21]=3)(=[O:19])=[O:18])[CH:15]=[CH:16][C:10]=2[C:9]=1[NH:27][CH:28]1[CH2:33][CH2:32][CH2:31][CH2:30][CH2:29]1.Cl.[BH4-].[Na+], predict the reaction product. The product is: [CH:28]1([N:27]2[C:9]3[C:8](=[CH:13][N:12]=[C:11]4[N:14]([S:17]([C:20]5[CH:21]=[CH:22][C:23]([CH3:24])=[CH:25][CH:26]=5)(=[O:19])=[O:18])[CH:15]=[CH:16][C:10]4=3)[CH2:7][CH2:6][CH2:2]2)[CH2:33][CH2:32][CH2:31][CH2:30][CH2:29]1. (7) Given the reactants CC(C)([O-])C.[K+].C1COCC1.[CH3:12][C:13]1([CH3:25])[C:17]([CH3:19])([CH3:18])[O:16][B:15]([C:20]2[CH:21]=[N:22][NH:23][CH:24]=2)[O:14]1.Br[CH2:27][C:28]([O:30][C:31]([CH3:34])([CH3:33])[CH3:32])=[O:29], predict the reaction product. The product is: [CH3:12][C:13]1([CH3:25])[C:17]([CH3:18])([CH3:19])[O:16][B:15]([C:20]2[CH:24]=[N:23][N:22]([CH2:27][C:28]([O:30][C:31]([CH3:34])([CH3:33])[CH3:32])=[O:29])[CH:21]=2)[O:14]1.